From a dataset of Full USPTO retrosynthesis dataset with 1.9M reactions from patents (1976-2016). Predict the reactants needed to synthesize the given product. (1) Given the product [Br:1][C:2]1[CH:3]=[C:4]2[C:12](=[CH:13][CH:14]=1)[NH:11][C:10]1[CH:9]([NH:15][C:17](=[O:18])[O:19][CH3:20])[CH2:8][CH2:7][CH2:6][C:5]2=1, predict the reactants needed to synthesize it. The reactants are: [Br:1][C:2]1[CH:3]=[C:4]2[C:12](=[CH:13][CH:14]=1)[NH:11][C:10]1[CH:9]([NH2:15])[CH2:8][CH2:7][CH2:6][C:5]2=1.Cl[C:17]([O:19][CH3:20])=[O:18]. (2) Given the product [CH3:1][C:2]1[C:6]([C:7]2[CH:8]=[C:9]([CH:17]([C:19]3[CH:24]=[CH:23][CH:22]=[CH:21][CH:20]=3)[CH3:18])[C:10]3[N:14]=[C:13]([NH2:15])[NH:12][C:11]=3[CH:16]=2)=[C:5]([CH3:25])[O:4][N:3]=1, predict the reactants needed to synthesize it. The reactants are: [CH3:1][C:2]1[C:6]([C:7]2[CH:8]=[C:9]([C:17]([C:19]3[CH:24]=[CH:23][CH:22]=[CH:21][CH:20]=3)=[CH2:18])[C:10]3[N:14]=[C:13]([NH2:15])[NH:12][C:11]=3[CH:16]=2)=[C:5]([CH3:25])[O:4][N:3]=1. (3) Given the product [F:21][C:22]([F:38])([F:39])[C:23]1[CH:24]=[CH:25][C:26]([C:29]2[CH2:34][CH2:33][CH2:32][CH2:31][C:30]=2[C:35]([NH:1][C:2]2[CH:7]=[CH:6][C:5]([N:8]3[CH2:13][CH2:12][N:11]([C:14]([O:16][C:17]([CH3:20])([CH3:19])[CH3:18])=[O:15])[CH2:10][CH2:9]3)=[CH:4][CH:3]=2)=[O:36])=[CH:27][CH:28]=1, predict the reactants needed to synthesize it. The reactants are: [NH2:1][C:2]1[CH:7]=[CH:6][C:5]([N:8]2[CH2:13][CH2:12][N:11]([C:14]([O:16][C:17]([CH3:20])([CH3:19])[CH3:18])=[O:15])[CH2:10][CH2:9]2)=[CH:4][CH:3]=1.[F:21][C:22]([F:39])([F:38])[C:23]1[CH:28]=[CH:27][C:26]([C:29]2[CH2:34][CH2:33][CH2:32][CH2:31][C:30]=2[C:35](O)=[O:36])=[CH:25][CH:24]=1.O.ON1C2C=CC=CC=2N=N1.Cl.CN(C)CCCN=C=NCC.